Dataset: Catalyst prediction with 721,799 reactions and 888 catalyst types from USPTO. Task: Predict which catalyst facilitates the given reaction. Reactant: [Br:1][C:2]1[CH:15]=[CH:14][C:13]2[O:12][C:11]3[C:6](=[CH:7][C:8]([I:16])=[CH:9][CH:10]=3)[C@:5]3([CH2:20][O:19]C(=O)[NH:17]3)[C:4]=2[CH:3]=1.[OH-].[K+]. Product: [NH2:17][C@@:5]1([CH2:20][OH:19])[C:4]2[CH:3]=[C:2]([Br:1])[CH:15]=[CH:14][C:13]=2[O:12][C:11]2[C:6]1=[CH:7][C:8]([I:16])=[CH:9][CH:10]=2. The catalyst class is: 71.